This data is from Full USPTO retrosynthesis dataset with 1.9M reactions from patents (1976-2016). The task is: Predict the reactants needed to synthesize the given product. (1) The reactants are: C[O:2][C:3]([C:5]1([CH2:11][CH2:12][CH2:13][NH:14][C:15]2[CH:20]=[CH:19][C:18]([Br:21])=[CH:17][CH:16]=2)[CH2:10][CH2:9][O:8][CH2:7][CH2:6]1)=O.CC(C)([O-])C.[K+].O.[Sn]. Given the product [Br:21][C:18]1[CH:19]=[CH:20][C:15]([N:14]2[CH2:13][CH2:12][CH2:11][C:5]3([CH2:10][CH2:9][O:8][CH2:7][CH2:6]3)[C:3]2=[O:2])=[CH:16][CH:17]=1, predict the reactants needed to synthesize it. (2) The reactants are: [CH3:1][O:2][C:3]1[CH:4]=[C:5]2[C:18](=[C:19]([O:21]C)[CH:20]=1)[O:17][CH2:16][C@H:15]1[C@@:6]2([CH3:26])[CH2:7][CH2:8][C@@H:9]2[C@:14]1([CH3:23])[CH2:13][CH2:12][CH2:11][C:10]2([CH3:25])[CH3:24].B(Br)(Br)Br. Given the product [CH3:1][O:2][C:3]1[CH:4]=[C:5]2[C:18](=[C:19]([OH:21])[CH:20]=1)[O:17][CH2:16][C@H:15]1[C@@:6]2([CH3:26])[CH2:7][CH2:8][C@@H:9]2[C@:14]1([CH3:23])[CH2:13][CH2:12][CH2:11][C:10]2([CH3:25])[CH3:24], predict the reactants needed to synthesize it. (3) Given the product [CH3:27][N:3]1[CH:4]([C:18]2[CH:19]=[CH:20][CH:21]=[CH:22][CH:23]=2)[C:5]2([CH2:10][CH2:9][CH2:8][N:7]([C:11]([O:13][C:14]([CH3:17])([CH3:16])[CH3:15])=[O:12])[CH2:6]2)[C:2]1=[O:1], predict the reactants needed to synthesize it. The reactants are: [O:1]=[C:2]1[C:5]2([CH2:10][CH2:9][CH2:8][N:7]([C:11]([O:13][C:14]([CH3:17])([CH3:16])[CH3:15])=[O:12])[CH2:6]2)[CH:4]([C:18]2[CH:23]=[CH:22][CH:21]=[CH:20][CH:19]=2)[NH:3]1.[H-].[Na+].I[CH3:27]. (4) Given the product [N:19]1[CH:20]=[CH:21][CH:22]=[C:17]([C:14]2[CH:15]=[C:16]3[C:8]([C:6]4[N:7]=[C:2]([N:29]5[CH2:34][CH2:33][CH2:32][C@@H:31]([NH2:35])[CH2:30]5)[CH:3]=[CH:4][CH:5]=4)=[N:9][NH:10][C:11]3=[CH:12][N:13]=2)[CH:18]=1, predict the reactants needed to synthesize it. The reactants are: F[C:2]1[N:7]=[C:6]([C:8]2[C:16]3[C:11](=[CH:12][N:13]=[C:14]([C:17]4[CH:18]=[N:19][CH:20]=[CH:21][CH:22]=4)[CH:15]=3)[N:10](C3CCCCO3)[N:9]=2)[CH:5]=[CH:4][CH:3]=1.[NH:29]1[CH2:34][CH2:33][CH2:32][C@@H:31]([NH:35]C(=O)OCC2C=CC=CC=2)[CH2:30]1. (5) The reactants are: C([N:8]1[CH2:12][CH2:11][CH:10]([NH:13][C:14](=[O:21])[CH2:15][C:16]([O:18][CH2:19][CH3:20])=[O:17])[CH2:9]1)C1C=CC=CC=1.[H][H]. Given the product [O:21]=[C:14]([NH:13][CH:10]1[CH2:11][CH2:12][NH:8][CH2:9]1)[CH2:15][C:16]([O:18][CH2:19][CH3:20])=[O:17], predict the reactants needed to synthesize it. (6) Given the product [CH2:11]([N:8]1[CH:9]=[CH:10][C:6]([CH2:5][C@@H:4]([NH:20][C@@H:21]([CH2:25][CH:26]([CH3:28])[CH3:27])[C:22]([OH:24])=[O:23])[C:1]([OH:3])=[O:2])=[N:7]1)[C:12]1[CH:13]=[CH:14][CH:15]=[CH:16][CH:17]=1, predict the reactants needed to synthesize it. The reactants are: [C:1]([C@@H:4]([NH:20][C@@H:21]([CH2:25][CH:26]([CH3:28])[CH3:27])[C:22]([OH:24])=[O:23])[CH2:5][C:6]1[CH:10]=[CH:9][N:8]([CH2:11][C:12]2[CH:17]=[C:16](Cl)[CH:15]=[C:14](Cl)[CH:13]=2)[N:7]=1)([OH:3])=[O:2].N1C=CC(C(O)=O)=N1.ClC1C=C(C=C(Cl)C=1)CBr.C(Br)C1C=CC=CC=1.ClC1C=C(C=C(Cl)C=1)CN1C=CC(CC2C(OC)=NC(C(C)C)C(OC)=N2)=N1.Cl.C(OC(=O)C(NC(C1C=CN(CC2C=C(Cl)C=C(Cl)C=2)N=1)(C(OC)=O)C)CC(C)C)C1C=CC=CC=1.